From a dataset of Reaction yield outcomes from USPTO patents with 853,638 reactions. Predict the reaction yield, written as a fraction of the theoretical maximum amount of product (1.0 means a 100% yield; for example, 0.34 means a 34% yield). (1) The reactants are [Br:1][C:2]1[CH:3]=[N:4][N:5]([CH3:16])[C:6]=1[C:7]1[CH:8]=[C:9]([C:13]([OH:15])=O)[S:10][C:11]=1[CH3:12].C(N(CC)C(C)C)(C)C.[NH2:26][C@@H:27]([CH2:40][CH:41]1[CH2:46][CH2:45][CH2:44][CH2:43][CH2:42]1)[CH2:28][N:29]1[C:37](=[O:38])[C:36]2[C:31](=[CH:32][CH:33]=[CH:34][CH:35]=2)[C:30]1=[O:39].CC(OC(N[C@H](C(O)=O)CC1C=CC=CC=1C(F)(F)F)=O)(C)C.F[P-](F)(F)(F)(F)F.Br[P+](N1CCCC1)(N1CCCC1)N1CCCC1. The catalyst is C(Cl)Cl. The product is [Br:1][C:2]1[CH:3]=[N:4][N:5]([CH3:16])[C:6]=1[C:7]1[CH:8]=[C:9]([C:13]([NH:26][C@H:27]([CH2:28][N:29]2[C:37](=[O:38])[C:36]3[C:31](=[CH:32][CH:33]=[CH:34][CH:35]=3)[C:30]2=[O:39])[CH2:40][CH:41]2[CH2:46][CH2:45][CH2:44][CH2:43][CH2:42]2)=[O:15])[S:10][C:11]=1[CH3:12]. The yield is 0.640. (2) The reactants are [NH:1]1[CH2:6][CH2:5][CH2:4][CH:3]([CH2:7][OH:8])[CH2:2]1.[C:9](O[C:9]([O:11][C:12]([CH3:15])([CH3:14])[CH3:13])=[O:10])([O:11][C:12]([CH3:15])([CH3:14])[CH3:13])=[O:10]. The catalyst is ClCCl. The product is [OH:8][CH2:7][CH:3]1[CH2:4][CH2:5][CH2:6][N:1]([C:9]([O:11][C:12]([CH3:15])([CH3:14])[CH3:13])=[O:10])[CH2:2]1. The yield is 0.950. (3) The reactants are [CH3:1][C@H:2]1[O:7][C@@H:6]([CH3:8])[CH2:5][N:4]([CH2:9][CH2:10][CH2:11][O:12][C:13]2[CH:14]=[CH:15][C:16]3[C:17]4[N:18]([CH2:26][CH2:27][N:28]=4)[C:19]([NH2:25])=[N:20][C:21]=3[C:22]=2[O:23][CH3:24])[CH2:3]1.[CH3:29][C:30]1[S:31][C:32]([C:36](O)=[O:37])=[C:33]([CH3:35])[N:34]=1.C1CN([P+](ON2N=NC3C=CC=CC2=3)(N2CCCC2)N2CCCC2)CC1.F[P-](F)(F)(F)(F)F.C(N(C(C)C)CC)(C)C. The catalyst is CN(C=O)C.CCOC(C)=O. The product is [CH3:1][C@H:2]1[O:7][C@@H:6]([CH3:8])[CH2:5][N:4]([CH2:9][CH2:10][CH2:11][O:12][C:13]2[CH:14]=[CH:15][C:16]3[C:17]4[N:18]([CH2:26][CH2:27][N:28]=4)[C:19]([NH:25][C:36]([C:32]4[S:31][C:30]([CH3:29])=[N:34][C:33]=4[CH3:35])=[O:37])=[N:20][C:21]=3[C:22]=2[O:23][CH3:24])[CH2:3]1. The yield is 0.800. (4) The reactants are C(NC(C)C)(C)C.[CH:8]1([N:14]2[CH2:18][CH2:17][CH2:16][C:15]2=[O:19])[CH2:13][CH2:12][CH2:11][CH2:10][CH2:9]1.[Br:20][C:21]1[C:30]2[C:25](=[CH:26][CH:27]=[CH:28][CH:29]=2)[C:24]([CH2:31]Br)=[CH:23][CH:22]=1. The catalyst is O1CCCC1. The product is [Br:20][C:21]1[C:30]2[C:25](=[CH:26][CH:27]=[CH:28][CH:29]=2)[C:24]([CH2:31][CH:16]2[CH2:17][CH2:18][N:14]([CH:8]3[CH2:9][CH2:10][CH2:11][CH2:12][CH2:13]3)[C:15]2=[O:19])=[CH:23][CH:22]=1. The yield is 0.810. (5) The reactants are [CH2:1]([O:3][C:4]([C:6]1[O:10][N:9]=[C:8]([C:11]2[CH:16]=[CH:15][C:14]([NH2:17])=[CH:13][CH:12]=2)[CH:7]=1)=[O:5])[CH3:2].Cl[C:19]1[S:20][C:21]2[CH:27]=[C:26]([F:28])[CH:25]=[CH:24][C:22]=2[N:23]=1.Cl.O1CCOCC1. The catalyst is CCO. The product is [CH2:1]([O:3][C:4]([C:6]1[O:10][N:9]=[C:8]([C:11]2[CH:12]=[CH:13][C:14]([NH:17][C:19]3[S:20][C:21]4[CH:27]=[C:26]([F:28])[CH:25]=[CH:24][C:22]=4[N:23]=3)=[CH:15][CH:16]=2)[CH:7]=1)=[O:5])[CH3:2]. The yield is 0.572. (6) The reactants are [CH3:1][C@H:2]1[CH2:7][CH2:6][C@@H:5]([CH2:8][O:9][C:10]2[CH:15]=[CH:14][C:13]([C:16]([F:19])([F:18])[F:17])=[CH:12][CH:11]=2)[CH2:4][N:3]1C(OC(C)(C)C)=O.Cl.CCOCC. The catalyst is CO. The product is [CH3:1][C@H:2]1[CH2:7][CH2:6][C@@H:5]([CH2:8][O:9][C:10]2[CH:15]=[CH:14][C:13]([C:16]([F:18])([F:17])[F:19])=[CH:12][CH:11]=2)[CH2:4][NH:3]1. The yield is 0.770.